From a dataset of NCI-60 drug combinations with 297,098 pairs across 59 cell lines. Regression. Given two drug SMILES strings and cell line genomic features, predict the synergy score measuring deviation from expected non-interaction effect. (1) Drug 1: CC1OCC2C(O1)C(C(C(O2)OC3C4COC(=O)C4C(C5=CC6=C(C=C35)OCO6)C7=CC(=C(C(=C7)OC)O)OC)O)O. Drug 2: CC1=C(C(=O)C2=C(C1=O)N3CC4C(C3(C2COC(=O)N)OC)N4)N. Cell line: NCIH23. Synergy scores: CSS=64.3, Synergy_ZIP=0.0950, Synergy_Bliss=-0.0610, Synergy_Loewe=1.99, Synergy_HSA=5.11. (2) Drug 2: CN(C)C1=NC(=NC(=N1)N(C)C)N(C)C. Drug 1: C1=C(C(=O)NC(=O)N1)N(CCCl)CCCl. Cell line: NCIH23. Synergy scores: CSS=16.8, Synergy_ZIP=0.247, Synergy_Bliss=2.09, Synergy_Loewe=-11.8, Synergy_HSA=1.41. (3) Drug 1: COC1=C(C=C2C(=C1)N=CN=C2NC3=CC(=C(C=C3)F)Cl)OCCCN4CCOCC4. Drug 2: CC1=C2C(C(=O)C3(C(CC4C(C3C(C(C2(C)C)(CC1OC(=O)C(C(C5=CC=CC=C5)NC(=O)C6=CC=CC=C6)O)O)OC(=O)C7=CC=CC=C7)(CO4)OC(=O)C)O)C)OC(=O)C. Cell line: PC-3. Synergy scores: CSS=53.3, Synergy_ZIP=-4.29, Synergy_Bliss=-3.06, Synergy_Loewe=-0.591, Synergy_HSA=0.867. (4) Drug 1: C1CCN(CC1)CCOC2=CC=C(C=C2)C(=O)C3=C(SC4=C3C=CC(=C4)O)C5=CC=C(C=C5)O. Drug 2: CC1=CC=C(C=C1)C2=CC(=NN2C3=CC=C(C=C3)S(=O)(=O)N)C(F)(F)F. Cell line: NCI-H322M. Synergy scores: CSS=-2.56, Synergy_ZIP=-2.23, Synergy_Bliss=-6.73, Synergy_Loewe=-7.91, Synergy_HSA=-9.47. (5) Drug 1: CC1=C2C(C(=O)C3(C(CC4C(C3C(C(C2(C)C)(CC1OC(=O)C(C(C5=CC=CC=C5)NC(=O)C6=CC=CC=C6)O)O)OC(=O)C7=CC=CC=C7)(CO4)OC(=O)C)O)C)OC(=O)C. Drug 2: CC1C(C(CC(O1)OC2CC(CC3=C2C(=C4C(=C3O)C(=O)C5=CC=CC=C5C4=O)O)(C(=O)C)O)N)O. Cell line: SW-620. Synergy scores: CSS=41.1, Synergy_ZIP=-6.60, Synergy_Bliss=-7.50, Synergy_Loewe=-0.970, Synergy_HSA=0.494. (6) Drug 1: C1=C(C(=O)NC(=O)N1)N(CCCl)CCCl. Drug 2: C1=NC(=NC(=O)N1C2C(C(C(O2)CO)O)O)N. Cell line: CCRF-CEM. Synergy scores: CSS=45.4, Synergy_ZIP=-2.31, Synergy_Bliss=-1.96, Synergy_Loewe=-2.25, Synergy_HSA=-0.965. (7) Drug 1: CC1=C(C=C(C=C1)NC2=NC=CC(=N2)N(C)C3=CC4=NN(C(=C4C=C3)C)C)S(=O)(=O)N.Cl. Drug 2: C1=CN(C(=O)N=C1N)C2C(C(C(O2)CO)O)O.Cl. Cell line: SNB-75. Synergy scores: CSS=5.89, Synergy_ZIP=3.38, Synergy_Bliss=0.256, Synergy_Loewe=0.908, Synergy_HSA=1.88.